This data is from Forward reaction prediction with 1.9M reactions from USPTO patents (1976-2016). The task is: Predict the product of the given reaction. (1) Given the reactants [CH2:1]([C:3]1[CH:8]=[CH:7][CH:6]=[CH:5][C:4]=1[CH2:9][CH3:10])[CH3:2].[C:11](Cl)(=[O:14])[CH2:12][CH3:13].[Al+3].[Cl-:17].[Cl-].[Cl-].S(=O)(=O)(O)O, predict the reaction product. The product is: [Cl:17][CH2:13][CH2:12][C:11]([C:7]1[CH:6]=[CH:5][C:4]([CH2:9][CH3:10])=[C:3]([CH2:1][CH3:2])[CH:8]=1)=[O:14]. (2) Given the reactants [C:1]1(=[O:7])[CH2:5][CH2:4][C:3](=[O:6])[CH2:2]1.[CH2:8](O)[C:9]1[CH:14]=[CH:13][CH:12]=[CH:11][CH:10]=1.C1(C)C=CC(S(O)(=O)=O)=CC=1.O, predict the reaction product. The product is: [CH2:8]([O:6][C:3]1[CH2:4][CH2:5][C:1](=[O:7])[CH:2]=1)[C:9]1[CH:14]=[CH:13][CH:12]=[CH:11][CH:10]=1. (3) The product is: [CH3:20][C:2]1[CH:7]=[CH:6][C:5]([C:8]2[CH:13]=[CH:14][CH:9]=[CH:10][CH:11]=2)=[CH:4][CH:3]=1. Given the reactants Br[C:2]1[CH:7]=[CH:6][C:5]([CH3:8])=[CH:4][CH:3]=1.[C:9]1([Mg]Cl)[CH:14]=[CH:13]C=[CH:11][CH:10]=1.[Cl-].[NH4+].O1CCC[CH2:20]1, predict the reaction product. (4) Given the reactants [Cl:1][C:2]1[CH:3]=[C:4]([F:40])[C:5]2[N:11]3[CH:12]=[CH:13][CH:14]=[C:10]3[C@@H:9]([CH2:15][CH2:16][CH2:17][N:18]3[C:22]([CH2:23][C:24]([O:26]CC)=[O:25])=[N:21][N:20]=[N:19]3)[O:8][C@H:7]([C:29]3[CH:34]=[CH:33][CH:32]=[C:31]([O:35][CH3:36])[C:30]=3[O:37][CH3:38])[C:6]=2[CH:39]=1.C(=O)([O-])[O-].[K+].[K+].Cl.C(OCC)(=O)C, predict the reaction product. The product is: [Cl:1][C:2]1[CH:3]=[C:4]([F:40])[C:5]2[N:11]3[CH:12]=[CH:13][CH:14]=[C:10]3[C@@H:9]([CH2:15][CH2:16][CH2:17][N:18]3[C:22]([CH2:23][C:24]([OH:26])=[O:25])=[N:21][N:20]=[N:19]3)[O:8][C@H:7]([C:29]3[CH:34]=[CH:33][CH:32]=[C:31]([O:35][CH3:36])[C:30]=3[O:37][CH3:38])[C:6]=2[CH:39]=1. (5) The product is: [ClH:17].[F:1][C:2]1[C:8]([F:9])=[C:7]([F:10])[C:6]([F:11])=[CH:5][C:3]=1[NH:4][NH2:12]. Given the reactants [F:1][C:2]1[C:8]([F:9])=[C:7]([F:10])[C:6]([F:11])=[CH:5][C:3]=1[NH2:4].[N:12]([O-])=O.[Na+].[Sn](Cl)[Cl:17], predict the reaction product. (6) Given the reactants [Cl:1][C:2]1[CH:3]=[C:4]([CH:9]([CH:14]2[CH2:18][O:17][C:16]([CH3:20])([CH3:19])[O:15]2)[CH2:10][N+:11]([O-])=O)[CH:5]=[CH:6][C:7]=1[Cl:8], predict the reaction product. The product is: [Cl:1][C:2]1[CH:3]=[C:4]([CH:9]([CH:14]2[CH2:18][O:17][C:16]([CH3:20])([CH3:19])[O:15]2)[CH2:10][NH2:11])[CH:5]=[CH:6][C:7]=1[Cl:8].